Dataset: Forward reaction prediction with 1.9M reactions from USPTO patents (1976-2016). Task: Predict the product of the given reaction. Given the reactants C(O)(C(F)(F)F)=O.[C:8]([C:10]1[CH:11]=[C:12]([NH:29][C:30]2[CH:35]=[C:34]([O:36][C:37]3[C:46]4[C:41](=[CH:42][CH:43]=[CH:44][CH:45]=4)[C:40]([NH:47]C(=O)OC(C)(C)C)=[CH:39][CH:38]=3)[CH:33]=[CH:32][N:31]=2)[CH:13]=[C:14]([C:16](=[O:28])[NH:17][CH2:18][CH2:19][O:20][CH2:21][CH2:22][O:23][CH2:24][CH2:25][O:26][CH3:27])[CH:15]=1)#[CH:9], predict the reaction product. The product is: [NH2:47][C:40]1[C:41]2[C:46](=[CH:45][CH:44]=[CH:43][CH:42]=2)[C:37]([O:36][C:34]2[CH:33]=[CH:32][N:31]=[C:30]([NH:29][C:12]3[CH:13]=[C:14]([CH:15]=[C:10]([C:8]#[CH:9])[CH:11]=3)[C:16]([NH:17][CH2:18][CH2:19][O:20][CH2:21][CH2:22][O:23][CH2:24][CH2:25][O:26][CH3:27])=[O:28])[CH:35]=2)=[CH:38][CH:39]=1.